Dataset: Catalyst prediction with 721,799 reactions and 888 catalyst types from USPTO. Task: Predict which catalyst facilitates the given reaction. Reactant: [NH:1]1[C:9]2[C:4](=[CH:5][CH:6]=[CH:7][CH:8]=2)[C:3](/[CH:10]=[CH:11]/[C:12]2[CH:17]=[CH:16][C:15]([NH:18][C:19]([N:21]3[CH2:26][CH2:25][N:24]([C:27](=[O:29])[CH3:28])[CH2:23][CH2:22]3)=[O:20])=[CH:14][C:13]=2[N+:30]([O-])=O)=[N:2]1.[Sn].Cl.[OH-].[Na+]. Product: [NH2:30][C:13]1[CH:14]=[C:15]([NH:18][C:19]([N:21]2[CH2:26][CH2:25][N:24]([C:27](=[O:29])[CH3:28])[CH2:23][CH2:22]2)=[O:20])[CH:16]=[CH:17][C:12]=1/[CH:11]=[CH:10]/[C:3]1[C:4]2[C:9](=[CH:8][CH:7]=[CH:6][CH:5]=2)[NH:1][N:2]=1. The catalyst class is: 8.